From a dataset of Reaction yield outcomes from USPTO patents with 853,638 reactions. Predict the reaction yield, written as a fraction of the theoretical maximum amount of product (1.0 means a 100% yield; for example, 0.34 means a 34% yield). (1) The reactants are Cl[C:2]1[CH:17]=[CH:16][C:5]([O:6][C:7]2[N:15]=[CH:14][CH:13]=[CH:12][C:8]=2[C:9]([OH:11])=[O:10])=[CH:4][CH:3]=1.[C:18]([C:21]1[CH:22]=[C:23](B(O)O)[CH:24]=[CH:25][CH:26]=1)(=[O:20])[CH3:19].C([O-])([O-])=O.[K+].[K+]. The catalyst is CC([O-])=O.CC([O-])=O.[Pd+2].C1(P(C2CCCCC2)C2C=CC=CC=2C2C(OC)=CC=C(S([O-])(=O)=O)C=2OC)CCCCC1.[Na+].O. The product is [C:18]([C:21]1[CH:26]=[C:25]([C:2]2[CH:17]=[CH:16][C:5]([O:6][C:7]3[N:15]=[CH:14][CH:13]=[CH:12][C:8]=3[C:9]([OH:11])=[O:10])=[CH:4][CH:3]=2)[CH:24]=[CH:23][CH:22]=1)(=[O:20])[CH3:19]. The yield is 0.920. (2) The reactants are [F-].[Cs+].[Cl:3][C:4]1[CH:9]=[CH:8][C:7]([OH:10])=[CH:6][CH:5]=1.Br[CH:12]1[CH2:16][CH2:15][O:14][C:13]1=[O:17].O. The catalyst is CN(C)C=O. The product is [Cl:3][C:4]1[CH:9]=[CH:8][C:7]([O:10][CH:12]2[CH2:16][CH2:15][O:14][C:13]2=[O:17])=[CH:6][CH:5]=1. The yield is 0.550. (3) The reactants are [Cl:1][C:2]1[C:3]([O:12][C:13]2[CH:18]=[C:17]([O:19][CH:20]([CH3:22])[CH3:21])[CH:16]=[CH:15][C:14]=2[CH2:23][CH2:24][CH2:25][OH:26])=[N:4][CH:5]=[C:6]([C:8]([F:11])([F:10])[F:9])[CH:7]=1.Cl[S:28]([N:31]=[C:32]=[O:33])(=[O:30])=[O:29].[O:34]([CH2:41][CH2:42][NH2:43])[C:35]1[CH:40]=[CH:39][CH:38]=[CH:37][CH:36]=1.Cl. The catalyst is C(#N)C.N1C=CC=CC=1. The product is [O:34]([CH2:41][CH2:42][NH:43][S:28]([NH:31][C:32](=[O:33])[O:26][CH2:25][CH2:24][CH2:23][C:14]1[CH:15]=[CH:16][C:17]([O:19][CH:20]([CH3:21])[CH3:22])=[CH:18][C:13]=1[O:12][C:3]1[C:2]([Cl:1])=[CH:7][C:6]([C:8]([F:11])([F:10])[F:9])=[CH:5][N:4]=1)(=[O:30])=[O:29])[C:35]1[CH:40]=[CH:39][CH:38]=[CH:37][CH:36]=1. The yield is 0.460. (4) The reactants are [Cl:1][C:2]1[CH:3]=[C:4]([NH:8][C:9]2[N:14]=[C:13]([C:15]3[CH:20]=[CH:19][N:18]=[C:17]([NH:21][NH2:22])[CH:16]=3)[CH:12]=[CH:11][N:10]=2)[CH:5]=[CH:6][CH:7]=1.[C:23](O)(=[O:29])[CH2:24][CH2:25][C:26]([CH3:28])=O. The catalyst is C(O)CCC. The product is [Cl:1][C:2]1[CH:3]=[C:4]([NH:8][C:9]2[N:14]=[C:13]([C:15]3[CH:20]=[CH:19][N:18]=[C:17]([N:21]4[C:23](=[O:29])[CH2:24][CH2:25][C:26]([CH3:28])=[N:22]4)[CH:16]=3)[CH:12]=[CH:11][N:10]=2)[CH:5]=[CH:6][CH:7]=1. The yield is 0.510. (5) The reactants are Br[C:2]1[N:10]([CH2:11][C:12]2[CH:17]=[CH:16][C:15]([O:18][CH3:19])=[CH:14][CH:13]=2)[C:9]2[C:8](=[O:20])[N:7]3[C:21]([CH3:24])=[N:22][N:23]=[C:6]3[N:5]([CH2:25][CH2:26][CH2:27][CH2:28][CH3:29])[C:4]=2[N:3]=1.[CH3:30][S:31]C.[Na].C(COC)OC. No catalyst specified. The product is [CH3:19][O:18][C:15]1[CH:16]=[CH:17][C:12]([CH2:11][N:10]2[C:9]3[C:8](=[O:20])[N:7]4[C:21]([CH3:24])=[N:22][N:23]=[C:6]4[N:5]([CH2:25][CH2:26][CH2:27][CH2:28][CH3:29])[C:4]=3[N:3]=[C:2]2[S:31][CH3:30])=[CH:13][CH:14]=1. The yield is 0.795. (6) The reactants are [NH2:1][C:2]1[N:3]=[C:4]([CH3:31])[C:5]2=[C:6]([CH2:8][C@H:9]([C:23]3[CH:28]=[CH:27][C:26]([F:29])=[CH:25][C:24]=3Br)[NH:10]/[C:11]/2=[N:12]\[O:13][C@@H:14]([CH2:20][CH2:21][OH:22])[C:15]([N:17]([CH3:19])[CH3:18])=[O:16])[N:7]=1.[CH3:32][O:33][C:34]1[N:39]=[C:38](B2OCCN(C3C=CC=CC=3)CCO2)[CH:37]=[CH:36][CH:35]=1.C([O-])([O-])=O.[Na+].[Na+]. The catalyst is C1C=CC(P(C2C=CC=CC=2)[C-]2C=CC=C2)=CC=1.C1C=CC(P(C2C=CC=CC=2)[C-]2C=CC=C2)=CC=1.Cl[Pd]Cl.[Fe+2].CC(N(C)C)=O. The product is [NH2:1][C:2]1[N:3]=[C:4]([CH3:31])[C:5]2=[C:6]([CH2:8][C@H:9]([C:23]3[CH:28]=[CH:27][C:26]([F:29])=[CH:25][C:24]=3[C:38]3[CH:37]=[CH:36][CH:35]=[C:34]([O:33][CH3:32])[N:39]=3)[NH:10]/[C:11]/2=[N:12]\[O:13][C@@H:14]([CH2:20][CH2:21][OH:22])[C:15]([N:17]([CH3:19])[CH3:18])=[O:16])[N:7]=1. The yield is 0.370.